This data is from Full USPTO retrosynthesis dataset with 1.9M reactions from patents (1976-2016). The task is: Predict the reactants needed to synthesize the given product. (1) Given the product [CH3:1][C:2]1[CH:8]=[C:7]([CH3:9])[CH:6]=[CH:5][C:3]=1[NH:4][C:44](=[O:45])[C:43]1[CH:47]=[CH:48][C:40]([CH2:39][N:20]2[C:21]3[C:26](=[CH:25][CH:24]=[CH:23][CH:22]=3)[C:27]3([CH2:31][O:30][C:29]4[CH:32]=[C:33]5[C:37](=[CH:38][C:28]3=4)[CH2:36][CH2:35][O:34]5)[C:19]2=[O:18])=[CH:41][CH:42]=1, predict the reactants needed to synthesize it. The reactants are: [CH3:1][C:2]1[CH:8]=[C:7]([CH3:9])[CH:6]=[CH:5][C:3]=1[NH2:4].C1(CN)CCCCC1.[O:18]=[C:19]1[C:27]2([CH2:31][O:30][C:29]3[CH:32]=[C:33]4[C:37](=[CH:38][C:28]2=3)[CH2:36][CH2:35][O:34]4)[C:26]2[C:21](=[CH:22][CH:23]=[CH:24][CH:25]=2)[N:20]1[CH2:39][C:40]1[CH:48]=[CH:47][C:43]([C:44](O)=[O:45])=[CH:42][CH:41]=1.O=C1C2(COC3C=C4C(=CC2=3)CCO4)C2C(=CC=CC=2)N1CC1C=C(C=CC=1)C(O)=O. (2) The reactants are: C(Cl)(=O)C(Cl)=O.CS(C)=O.[C:11]([Si:15]([CH3:30])([CH3:29])[O:16][CH2:17][CH:18]([OH:28])[CH2:19][NH:20][C:21](=[O:27])[O:22][C:23]([CH3:26])([CH3:25])[CH3:24])([CH3:14])([CH3:13])[CH3:12].C(N(CC)CC)C. Given the product [Si:15]([O:16][CH2:17][C:18](=[O:28])[CH2:19][NH:20][C:21](=[O:27])[O:22][C:23]([CH3:26])([CH3:25])[CH3:24])([C:11]([CH3:14])([CH3:13])[CH3:12])([CH3:30])[CH3:29], predict the reactants needed to synthesize it. (3) Given the product [C:19]([O:18][C:16]([NH:15][C@@H:10]([CH2:11][C:12](=[O:14])[CH2:39][N+:36]([O-:38])=[O:37])[C:9]([O:8][CH2:1][C:2]1[CH:3]=[CH:4][CH:5]=[CH:6][CH:7]=1)=[O:23])=[O:17])([CH3:22])([CH3:21])[CH3:20], predict the reactants needed to synthesize it. The reactants are: [CH2:1]([O:8][C:9](=[O:23])[C@@H:10]([NH:15][C:16]([O:18][C:19]([CH3:22])([CH3:21])[CH3:20])=[O:17])[CH2:11][C:12]([OH:14])=O)[C:2]1[CH:7]=[CH:6][CH:5]=[CH:4][CH:3]=1.C(N1C=CN=C1)(N1C=CN=C1)=O.[N+:36]([CH3:39])([O-:38])=[O:37].CC(C)([O-])C.[K+].Cl. (4) Given the product [C:8]([O:12][C:13](=[O:43])[CH2:14][N:15]([S:32]([C:35]1[CH:36]=[C:37]([Cl:42])[CH:38]=[C:39]([Cl:41])[CH:40]=1)(=[O:33])=[O:34])[C:16]1[CH:17]=[C:18]2[C:22](=[CH:23][CH:24]=1)[N:21]([C:25]1[CH:30]=[C:29]([C:3]3[S:2][CH:6]=[CH:5][N:4]=3)[N:28]=[CH:27][N:26]=1)[CH:20]=[CH:19]2)([CH3:11])([CH3:9])[CH3:10], predict the reactants needed to synthesize it. The reactants are: [Br-].[S:2]1[CH:6]=[CH:5][N:4]=[C:3]1[Zn+].[C:8]([O:12][C:13](=[O:43])[CH2:14][N:15]([S:32]([C:35]1[CH:40]=[C:39]([Cl:41])[CH:38]=[C:37]([Cl:42])[CH:36]=1)(=[O:34])=[O:33])[C:16]1[CH:17]=[C:18]2[C:22](=[CH:23][CH:24]=1)[N:21]([C:25]1[CH:30]=[C:29](I)[N:28]=[CH:27][N:26]=1)[CH:20]=[CH:19]2)([CH3:11])([CH3:10])[CH3:9]. (5) Given the product [C:3]([C:6]1[N:11]=[C:10]([C:12]2[CH:13]=[CH:14][C:15]([C:18]3[CH:23]=[CH:22][C:21]([CH2:24][C:25]([OH:27])=[O:26])=[CH:20][C:19]=3[F:29])=[CH:16][CH:17]=2)[C:9]([CH3:30])=[N:8][C:7]=1[CH3:31])(=[O:5])[NH2:4], predict the reactants needed to synthesize it. The reactants are: [OH-].[K+].[C:3]([C:6]1[N:11]=[C:10]([C:12]2[CH:17]=[CH:16][C:15]([C:18]3[CH:23]=[CH:22][C:21]([CH2:24][C:25]([O:27]C)=[O:26])=[CH:20][C:19]=3[F:29])=[CH:14][CH:13]=2)[C:9]([CH3:30])=[N:8][C:7]=1[CH3:31])(=[O:5])[NH2:4].C(O)(=O)C. (6) Given the product [F:1][C:2]1[CH:3]=[CH:4][CH:5]=[C:6]2[C:10]=1[NH:9][N:8]=[C:7]2[O:18][CH3:19], predict the reactants needed to synthesize it. The reactants are: [F:1][C:2]1[CH:3]=[CH:4][CH:5]=[C:6]2[C:10]=1[N:9](C(OC(C)(C)C)=O)[N:8]=[C:7]2[O:18][CH3:19].Cl.